Predict the product of the given reaction. From a dataset of Forward reaction prediction with 1.9M reactions from USPTO patents (1976-2016). (1) Given the reactants [F:1][C:2]1[CH:3]=[C:4]([C:9]2[N:13]=[C:12]([CH3:14])[NH:11][N:10]=2)[CH:5]=[C:6]([F:8])[CH:7]=1.[H-].[Na+].[C:17]([O:21][C:22](=[O:30])[NH:23][C:24]([CH3:29])([CH3:28])[CH2:25][CH2:26]Cl)([CH3:20])([CH3:19])[CH3:18], predict the reaction product. The product is: [F:8][C:6]1[CH:5]=[C:4]([C:9]2[N:13]=[C:12]([CH3:14])[N:11]([CH2:26][CH2:25][C:24]([NH:23][C:22](=[O:30])[O:21][C:17]([CH3:20])([CH3:19])[CH3:18])([CH3:29])[CH3:28])[N:10]=2)[CH:3]=[C:2]([F:1])[CH:7]=1. (2) Given the reactants [H-].[Na+].[CH3:3][O:4][C:5]1[CH:6]=[C:7]([CH2:11][C:12]#[N:13])[CH:8]=[CH:9][CH:10]=1.Cl[CH2:15][CH2:16][N:17]([CH2:26][CH2:27]Cl)[C:18](=[O:25])[C:19]1[CH:24]=[CH:23][CH:22]=[CH:21][CH:20]=1.O, predict the reaction product. The product is: [C:18]([N:17]1[CH2:26][CH2:27][C:11]([C:7]2[CH:8]=[CH:9][CH:10]=[C:5]([O:4][CH3:3])[CH:6]=2)([C:12]#[N:13])[CH2:15][CH2:16]1)(=[O:25])[C:19]1[CH:24]=[CH:23][CH:22]=[CH:21][CH:20]=1. (3) Given the reactants [C:1]1([CH:7]([NH2:10])[C:8]#[CH:9])[CH:6]=[CH:5][CH:4]=[CH:3][CH:2]=1.[Cl:11][CH2:12][CH2:13][N:14]=[C:15]=[O:16].C(N(CC)CC)C, predict the reaction product. The product is: [Cl:11][CH2:12][CH2:13][NH:14][C:15]([NH:10][CH:7]([C:1]1[CH:6]=[CH:5][CH:4]=[CH:3][CH:2]=1)[C:8]#[CH:9])=[O:16]. (4) Given the reactants [CH:1](=O)[C:2]1[CH:7]=[CH:6][CH:5]=[CH:4][CH:3]=1.[CH3:9][O:10][C:11]1[CH:12]=[C:13]([CH:15]=[C:16]([O:18][CH3:19])[CH:17]=1)[NH2:14], predict the reaction product. The product is: [CH:1](=[N:14][C:13]1[CH:15]=[C:16]([O:18][CH3:19])[CH:17]=[C:11]([O:10][CH3:9])[CH:12]=1)[C:2]1[CH:7]=[CH:6][CH:5]=[CH:4][CH:3]=1. (5) Given the reactants [OH:1][CH:2]1[CH2:7][CH2:6][N:5]([C:8]([O:10][C:11]([CH3:14])([CH3:13])[CH3:12])=[O:9])[CH2:4][CH2:3]1.[H-].[Na+].[Br:17][C:18]1[CH:27]=[CH:26][C:21]2[N:22]=[C:23](Cl)[S:24][C:20]=2[CH:19]=1.CC#N, predict the reaction product. The product is: [Br:17][C:18]1[CH:27]=[CH:26][C:21]2[N:22]=[C:23]([O:1][CH:2]3[CH2:3][CH2:4][N:5]([C:8]([O:10][C:11]([CH3:14])([CH3:13])[CH3:12])=[O:9])[CH2:6][CH2:7]3)[S:24][C:20]=2[CH:19]=1. (6) Given the reactants [Br:1][C:2]1[CH:7]=[CH:6][N:5]=[C:4]([N:8]([C:16]([CH:18]2[CH2:20][CH2:19]2)=[O:17])C(=O)OC(C)(C)C)[CH:3]=1.FC(F)(F)C(O)=O.O.C([O-])(O)=O.[Na+], predict the reaction product. The product is: [Br:1][C:2]1[CH:7]=[CH:6][N:5]=[C:4]([NH:8][C:16]([CH:18]2[CH2:19][CH2:20]2)=[O:17])[CH:3]=1. (7) Given the reactants C([O:3][C:4](=O)[CH2:5][CH:6]1[CH2:35][CH2:34][C:9]2[C:10]3[C:15]([NH:16][C:17]4[CH:22]=[CH:21][C:20]([O:23][CH2:24][C:25]5[CH:30]=[CH:29][CH:28]=[C:27]([F:31])[CH:26]=5)=[C:19]([Cl:32])[CH:18]=4)=[N:14][CH:13]=[N:12][C:11]=3[S:33][C:8]=2[CH2:7]1)C.[H-].C([Al+]CC(C)C)C(C)C, predict the reaction product. The product is: [Cl:32][C:19]1[CH:18]=[C:17]([NH:16][C:15]2[C:10]3[C:9]4[CH2:34][CH2:35][CH:6]([CH2:5][CH2:4][OH:3])[CH2:7][C:8]=4[S:33][C:11]=3[N:12]=[CH:13][N:14]=2)[CH:22]=[CH:21][C:20]=1[O:23][CH2:24][C:25]1[CH:30]=[CH:29][CH:28]=[C:27]([F:31])[CH:26]=1. (8) Given the reactants C(O)(=O)C.[F:5][C:6]([F:26])([F:25])[O:7][C:8]1[CH:13]=[CH:12][C:11]([N:14]2[CH2:18][CH2:17][C:16]3([CH2:23][CH2:22][NH:21][CH2:20][CH2:19]3)[C:15]2=[O:24])=[CH:10][CH:9]=1.[CH:27]([C:30]1[CH:34]=[C:33]([CH2:35][S:36](Cl)(=[O:38])=[O:37])[O:32][N:31]=1)([CH3:29])[CH3:28], predict the reaction product. The product is: [CH:27]([C:30]1[CH:34]=[C:33]([CH2:35][S:36]([N:21]2[CH2:20][CH2:19][C:16]3([C:15](=[O:24])[N:14]([C:11]4[CH:12]=[CH:13][C:8]([O:7][C:6]([F:5])([F:25])[F:26])=[CH:9][CH:10]=4)[CH2:18][CH2:17]3)[CH2:23][CH2:22]2)(=[O:37])=[O:38])[O:32][N:31]=1)([CH3:29])[CH3:28]. (9) Given the reactants [CH:1]1([CH2:4][O:5][C:6]2[CH:14]=[CH:13][C:9]3[O:10][CH2:11][O:12][C:8]=3[C:7]=2[C:15]2[C:16]3[NH:23][CH:22]=[C:21]([C:24]([NH:26][C@H:27]([C:33]([N:35]4[CH2:40][CH2:39][CH:38]([N:41]5[N:50]=[C:49]([C:51]6[CH:56]=[CH:55][C:54]([O:57][CH3:58])=[C:53]([O:59][CH3:60])[CH:52]=6)[C@@H:48]6[C@@H:43]([CH2:44][CH2:45][CH2:46][CH2:47]6)[C:42]5=[O:61])[CH2:37][CH2:36]4)=[O:34])[CH2:28][CH2:29][C:30]([OH:32])=O)=[O:25])[C:17]=3[N:18]=[CH:19][N:20]=2)[CH2:3][CH2:2]1.[NH:62]1[CH2:66][CH2:65][CH2:64][CH2:63]1.CCOC(C(C#N)=NOC(N1CCOCC1)=[N+](C)C)=O.F[P-](F)(F)(F)(F)F.CCN(C(C)C)C(C)C, predict the reaction product. The product is: [CH:1]1([CH2:4][O:5][C:6]2[CH:14]=[CH:13][C:9]3[O:10][CH2:11][O:12][C:8]=3[C:7]=2[C:15]2[C:16]3[NH:23][CH:22]=[C:21]([C:24]([NH:26][C@@H:27]([CH2:28][CH2:29][C:30](=[O:32])[N:62]4[CH2:66][CH2:65][CH2:64][CH2:63]4)[C:33]([N:35]4[CH2:40][CH2:39][CH:38]([N:41]5[N:50]=[C:49]([C:51]6[CH:56]=[CH:55][C:54]([O:57][CH3:58])=[C:53]([O:59][CH3:60])[CH:52]=6)[C@@H:48]6[C@@H:43]([CH2:44][CH2:45][CH2:46][CH2:47]6)[C:42]5=[O:61])[CH2:37][CH2:36]4)=[O:34])=[O:25])[C:17]=3[N:18]=[CH:19][N:20]=2)[CH2:3][CH2:2]1. (10) Given the reactants [CH2:1]([NH:3][CH2:4][CH3:5])[CH3:2].C(N(CC)CC)C.[S:13]1[CH:17]=[CH:16][CH:15]=[C:14]1[C:18](Cl)=[O:19], predict the reaction product. The product is: [CH2:1]([N:3]([CH2:4][CH3:5])[C:18]([C:14]1[S:13][CH:17]=[CH:16][CH:15]=1)=[O:19])[CH3:2].